Predict the reaction yield, written as a fraction of the theoretical maximum amount of product (1.0 means a 100% yield; for example, 0.34 means a 34% yield). From a dataset of Reaction yield outcomes from USPTO patents with 853,638 reactions. (1) The reactants are [CH:1]1([C:4]2[O:5][C:6]3[C:12]([I:13])=[CH:11][C:10]([NH2:14])=[CH:9][C:7]=3[CH:8]=2)[CH2:3][CH2:2]1.N1C=CC=CC=1.[CH2:21]([S:23](Cl)(=[O:25])=[O:24])[CH3:22]. The catalyst is C(Cl)Cl. The product is [CH:1]1([C:4]2[O:5][C:6]3[C:12]([I:13])=[CH:11][C:10]([NH:14][S:23]([CH2:21][CH3:22])(=[O:25])=[O:24])=[CH:9][C:7]=3[CH:8]=2)[CH2:3][CH2:2]1. The yield is 1.00. (2) The reactants are [F:1][C:2]1[C:11](Br)=[CH:10][CH:9]=[C:8]2[C:3]=1[CH:4]=[CH:5][CH:6]=[N:7]2.[C:13]([O-:16])(=[O:15])[CH3:14].[Br-].[C:18]([Zn+2])([CH3:21])([CH3:20])[CH3:19].C1COCC1. The catalyst is C1C=CC([P]([Pd]([P](C2C=CC=CC=2)(C2C=CC=CC=2)C2C=CC=CC=2)([P](C2C=CC=CC=2)(C2C=CC=CC=2)C2C=CC=CC=2)[P](C2C=CC=CC=2)(C2C=CC=CC=2)C2C=CC=CC=2)(C2C=CC=CC=2)C2C=CC=CC=2)=CC=1. The product is [C:18]([O:15][C:13](=[O:16])[CH2:14][C:11]1[C:2]([F:1])=[C:3]2[C:8](=[CH:9][CH:10]=1)[N:7]=[CH:6][CH:5]=[CH:4]2)([CH3:21])([CH3:20])[CH3:19]. The yield is 0.710. (3) The reactants are [Cl:1][C:2]1[C:7]([F:8])=[CH:6][CH:5]=[C:4]([Cl:9])[C:3]=1[C@H:10]([O:12][C:13]1[C:14]([NH2:28])=[N:15][CH:16]=[C:17](B2OC(C)(C)C(C)(C)O2)[CH:18]=1)[CH3:11].[C:29]([O:33][C:34]([N:36]1[CH2:41][CH2:40][CH:39]([N:42]2[CH:46]=[C:45](Br)[CH:44]=[N:43]2)[CH2:38][CH2:37]1)=[O:35])([CH3:32])([CH3:31])[CH3:30].C([O-])([O-])=O.[Na+].[Na+]. The catalyst is COCCOC.O.Cl[Pd](Cl)([P](C1C=CC=CC=1)(C1C=CC=CC=1)C1C=CC=CC=1)[P](C1C=CC=CC=1)(C1C=CC=CC=1)C1C=CC=CC=1. The product is [C:29]([O:33][C:34]([N:36]1[CH2:37][CH2:38][CH:39]([N:42]2[CH:46]=[C:45]([C:17]3[CH:16]=[N:15][C:14]([NH2:28])=[C:13]([O:12][C@@H:10]([C:3]4[C:4]([Cl:9])=[CH:5][CH:6]=[C:7]([F:8])[C:2]=4[Cl:1])[CH3:11])[CH:18]=3)[CH:44]=[N:43]2)[CH2:40][CH2:41]1)=[O:35])([CH3:32])([CH3:30])[CH3:31]. The yield is 0.600. (4) The reactants are [CH3:1][N:2]1[CH2:7][CH2:6][N:5]([C:8]2[C:16]3[C:11](=[CH:12][CH:13]=[C:14]([C:17]([O-:19])=O)[CH:15]=3)[NH:10][N:9]=2)[CH2:4][CH2:3]1.[Li+].[CH2:21](Cl)CCl.C1C=CC2N(O)N=NC=2C=1.CCN(CC)CC.[CH2:42]([O:49][C:50]1[CH:56]=[CH:55][C:53]([NH2:54])=[CH:52][CH:51]=1)[C:43]1[CH:48]=[CH:47][CH:46]=[CH:45][CH:44]=1.Cl. The catalyst is CN(C=O)C.C(OCC)(=O)C. The product is [CH2:42]([O:49][C:50]1[CH:51]=[CH:52][C:53]([NH:54][C:17]([C:14]2[CH:15]=[C:16]3[C:11](=[CH:12][CH:13]=2)[N:10]([CH3:21])[N:9]=[C:8]3[N:5]2[CH2:4][CH2:3][N:2]([CH3:1])[CH2:7][CH2:6]2)=[O:19])=[CH:55][CH:56]=1)[C:43]1[CH:44]=[CH:45][CH:46]=[CH:47][CH:48]=1. The yield is 0.250. (5) The reactants are [C:1](Cl)(=[O:8])[C:2]1[CH:7]=[CH:6][CH:5]=[CH:4][CH:3]=1.[Br:10][C:11]1[N:16]2[N:17]=[C:18]([NH2:20])[N:19]=[C:15]2[CH:14]=[CH:13][CH:12]=1.N1C=CC=CC=1.C(OCC)C. The catalyst is C(Cl)Cl. The product is [Br:10][C:11]1[N:16]2[N:17]=[C:18]([NH:20][C:1](=[O:8])[C:2]3[CH:7]=[CH:6][CH:5]=[CH:4][CH:3]=3)[N:19]=[C:15]2[CH:14]=[CH:13][CH:12]=1. The yield is 1.00. (6) The reactants are [Cl:1][C:2]1[N:7]=[C:6]([Cl:8])[CH:5]=[C:4](Cl)[N:3]=1.[CH3:10][C:11]1[CH:12]=[C:13]([CH:16]=[C:17]([CH3:20])[C:18]=1[OH:19])[C:14]#[N:15].C(N(CC)C(C)C)(C)C. The catalyst is O1CCOCC1. The product is [Cl:1][C:2]1[N:3]=[C:4]([O:19][C:18]2[C:11]([CH3:10])=[CH:12][C:13]([C:14]#[N:15])=[CH:16][C:17]=2[CH3:20])[CH:5]=[C:6]([Cl:8])[N:7]=1. The yield is 0.800. (7) The reactants are FC1C=C(C=C(F)C=1)C[C@H]1[C@@H]([C@H]2C[C@@H](OCC=C)CN2C(OC(C)(C)C)=O)OC(=O)N1.[F:32][C:33]1[CH:34]=[C:35]([CH:62]=[C:63]([F:65])[CH:64]=1)[CH2:36][C@H:37]1[C@@H:41]([C@H:42]2[CH2:47][CH2:46][CH2:45][CH2:44][N:43]2[CH:48]([C:55]2[CH:60]=[CH:59][CH:58]=[CH:57][CH:56]=2)[C:49]2[CH:54]=[CH:53][CH:52]=[CH:51][CH:50]=2)[O:40]C(=O)[NH:38]1.FC1C=C(C=C(F)C=1)C[C@@H]([C@@H]([C@H]1C[C@@H](OCC=C)CN1C(OC(C)(C)C)=O)O)C(O)=O.C(=O)([O-])[O-].[K+].[K+].BrC(C1C=CC=CC=1)C1C=CC=CC=1. The catalyst is C(#N)C. The product is [NH2:38][C@@H:37]([CH2:36][C:35]1[CH:62]=[C:63]([F:65])[CH:64]=[C:33]([F:32])[CH:34]=1)[C@@H:41]([C@H:42]1[CH2:47][CH2:46][CH2:45][CH2:44][N:43]1[CH:48]([C:55]1[CH:56]=[CH:57][CH:58]=[CH:59][CH:60]=1)[C:49]1[CH:54]=[CH:53][CH:52]=[CH:51][CH:50]=1)[OH:40]. The yield is 0.500. (8) The product is [Cl:1][C:2]1[CH:3]=[CH:4][C:5]2[CH2:18][CH2:19][N:9]3[C:10]4[CH:11]=[CH:12][CH:13]=[C:14]([F:17])[C:15]=4[CH:16]=[C:8]3[C:6]=2[N:7]=1. The catalyst is C1COCC1. The reactants are [Cl:1][C:2]1[N:7]=[C:6]([C:8]2[NH:9][C:10]3[C:15]([CH:16]=2)=[C:14]([F:17])[CH:13]=[CH:12][CH:11]=3)[C:5]([CH2:18][CH2:19]O)=[CH:4][CH:3]=1.N(C(OC(C)C)=O)=NC(OC(C)C)=O.C1C=CC(P(C2C=CC=CC=2)C2C=CC=CC=2)=CC=1. The yield is 0.890. (9) The reactants are [CH3:1][C:2]1[CH:7]=[CH:6][C:5]([N+:8]([O-])=O)=[CH:4][C:3]=1[NH:11][C:12](=[O:20])[CH2:13][N:14]1[CH2:19][CH2:18][O:17][CH2:16][CH2:15]1. The catalyst is C(OCC)(=O)C.[Pd]. The product is [NH2:8][C:5]1[CH:6]=[CH:7][C:2]([CH3:1])=[C:3]([NH:11][C:12](=[O:20])[CH2:13][N:14]2[CH2:15][CH2:16][O:17][CH2:18][CH2:19]2)[CH:4]=1. The yield is 0.970.